From a dataset of Forward reaction prediction with 1.9M reactions from USPTO patents (1976-2016). Predict the product of the given reaction. Given the reactants [OH-].[Na+].C([O:5][C:6]([C:8]1[CH:9]=[CH:10][C:11]2[O:15][C:14]([CH3:17])([CH3:16])[CH2:13][C:12]=2[CH:18]=1)=[O:7])C, predict the reaction product. The product is: [CH3:16][C:14]1([CH3:17])[CH2:13][C:12]2[CH:18]=[C:8]([C:6]([OH:7])=[O:5])[CH:9]=[CH:10][C:11]=2[O:15]1.